Dataset: Catalyst prediction with 721,799 reactions and 888 catalyst types from USPTO. Task: Predict which catalyst facilitates the given reaction. (1) Reactant: C(C1(CC)[O:7][C@@H:6]2[CH:8]=[CH:9][C@@H:10]([N:11]3[C:19]4[CH:18]=[CH:17][N:16]=[C:15]([NH2:20])[C:14]=4[N:13]=[CH:12]3)[C@@H:5]2[O:4]1)C.Cl.O. Product: [NH2:20][C:15]1[C:14]2[N:13]=[CH:12][N:11]([C@H:10]3[C@H:5]([OH:4])[C@H:6]([OH:7])[CH:8]=[CH:9]3)[C:19]=2[CH:18]=[CH:17][N:16]=1. The catalyst class is: 5. (2) Reactant: [CH3:1][C:2]1[CH:3]=[C:4]([CH:17]=[CH:18][CH:19]=1)[CH2:5][C:6]1[NH:7][C:8](=[O:16])[C:9]([C:14]#[N:15])=[C:10](SC)[N:11]=1.[NH:20]1[CH2:25][CH2:24][CH:23]([CH2:26][CH2:27][OH:28])[CH2:22][CH2:21]1. Product: [OH:28][CH2:27][CH2:26][CH:23]1[CH2:24][CH2:25][N:20]([C:10]2[N:11]=[C:6]([CH2:5][C:4]3[CH:17]=[CH:18][CH:19]=[C:2]([CH3:1])[CH:3]=3)[NH:7][C:8](=[O:16])[C:9]=2[C:14]#[N:15])[CH2:21][CH2:22]1. The catalyst class is: 10. (3) Reactant: [F:1][C:2]([F:10])([F:9])[CH2:3][CH2:4][S:5](Cl)(=[O:7])=[O:6].[Cl:11][C:12]1[CH:17]=[CH:16][CH:15]=[CH:14][C:13]=1[N:18]1[C:22]([C:23]2[CH:28]=[CH:27][C:26]([OH:29])=[CH:25][CH:24]=2)=[C:21]([CH2:30][OH:31])[C:20]([C:32]([O:34][CH2:35][CH3:36])=[O:33])=[N:19]1.O. Product: [Cl:11][C:12]1[CH:17]=[CH:16][CH:15]=[CH:14][C:13]=1[N:18]1[C:22]([C:23]2[CH:24]=[CH:25][C:26]([O:29][S:5]([CH2:4][CH2:3][C:2]([F:10])([F:9])[F:1])(=[O:7])=[O:6])=[CH:27][CH:28]=2)=[C:21]([CH2:30][OH:31])[C:20]([C:32]([O:34][CH2:35][CH3:36])=[O:33])=[N:19]1. The catalyst class is: 2. (4) Reactant: [CH3:1][N:2]1[C:10]2[CH2:9][CH2:8][N:7]([S:11]([C:14]3[CH:19]=[CH:18][C:17]([CH3:20])=[CH:16][CH:15]=3)(=[O:13])=[O:12])[CH2:6][C:5]=2[CH:4]=[C:3]1[C:21]([O:23]CC)=[O:22].[OH-].[Na+]. Product: [CH3:1][N:2]1[C:10]2[CH2:9][CH2:8][N:7]([S:11]([C:14]3[CH:19]=[CH:18][C:17]([CH3:20])=[CH:16][CH:15]=3)(=[O:13])=[O:12])[CH2:6][C:5]=2[CH:4]=[C:3]1[C:21]([OH:23])=[O:22]. The catalyst class is: 8. (5) Reactant: C([O:3][C:4]([CH:6]1[CH2:11][CH2:10][CH2:9][N:8]([C:12](=[O:48])[CH:13]=[CH:14][C:15]2[CH:20]=[CH:19][C:18]([S:21][C:22]3[CH:27]=[CH:26][CH:25]=[C:24]([NH:28][C@H:29]4[CH2:34][CH2:33][C@@H:32]([C:35]([O:37]CC)=[O:36])[CH2:31][CH2:30]4)[CH:23]=3)=[C:17]([C:40]([F:43])([F:42])[F:41])[C:16]=2[C:44]([F:47])([F:46])[F:45])[CH2:7]1)=[O:5])C.[OH-].[Na+]. Product: [C:35]([C@@H:32]1[CH2:33][CH2:34][C@H:29]([NH:28][C:24]2[CH:23]=[C:22]([S:21][C:18]3[CH:19]=[CH:20][C:15]([CH:14]=[CH:13][C:12]([N:8]4[CH2:9][CH2:10][CH2:11][CH:6]([C:4]([OH:5])=[O:3])[CH2:7]4)=[O:48])=[C:16]([C:44]([F:45])([F:46])[F:47])[C:17]=3[C:40]([F:42])([F:41])[F:43])[CH:27]=[CH:26][CH:25]=2)[CH2:30][CH2:31]1)([OH:37])=[O:36]. The catalyst class is: 92.